This data is from Forward reaction prediction with 1.9M reactions from USPTO patents (1976-2016). The task is: Predict the product of the given reaction. Given the reactants [CH3:1][O:2][C:3]1[CH:26]=[CH:25][C:6]([C:7]([NH:9][C:10]2[C:11]([NH:16][C:17]([CH:19]3[CH2:24][CH2:23][NH:22][CH2:21][CH2:20]3)=[O:18])=[CH:12][CH:13]=[CH:14][CH:15]=2)=[O:8])=[CH:5][CH:4]=1.[C:27]([NH:30][C:31]1[CH:38]=[CH:37][C:34]([CH:35]=O)=[CH:33][CH:32]=1)(=[O:29])[CH3:28], predict the reaction product. The product is: [CH3:1][O:2][C:3]1[CH:4]=[CH:5][C:6]([C:7]([NH:9][C:10]2[C:11]([NH:16][C:17]([CH:19]3[CH2:20][CH2:21][N:22]([CH2:35][C:34]4[CH:33]=[CH:32][C:31]([NH:30][C:27](=[O:29])[CH3:28])=[CH:38][CH:37]=4)[CH2:23][CH2:24]3)=[O:18])=[CH:12][CH:13]=[CH:14][CH:15]=2)=[O:8])=[CH:25][CH:26]=1.